This data is from Peptide-MHC class II binding affinity with 134,281 pairs from IEDB. The task is: Regression. Given a peptide amino acid sequence and an MHC pseudo amino acid sequence, predict their binding affinity value. This is MHC class II binding data. (1) The peptide sequence is ATERFRWLLIDLLRE. The binding affinity (normalized) is 0.594. The MHC is DRB1_0901 with pseudo-sequence DRB1_0901. (2) The peptide sequence is YDKFLANVSTVLVGK. The binding affinity (normalized) is 0.917. The MHC is DRB1_0701 with pseudo-sequence DRB1_0701. (3) The peptide sequence is PGGAKKPLRPRWCDE. The MHC is HLA-DQA10102-DQB10501 with pseudo-sequence HLA-DQA10102-DQB10501. The binding affinity (normalized) is 0. (4) The peptide sequence is QFKPEEITGIMKDFD. The MHC is HLA-DQA10301-DQB10302 with pseudo-sequence HLA-DQA10301-DQB10302. The binding affinity (normalized) is 0.370. (5) The peptide sequence is LCHLITKETPDRLTD. The MHC is DRB1_0701 with pseudo-sequence DRB1_0701. The binding affinity (normalized) is 0.281. (6) The peptide sequence is SKAYANMWSLMYFHK. The MHC is DRB1_0901 with pseudo-sequence DRB1_0901. The binding affinity (normalized) is 0.680. (7) The peptide sequence is AAFLHATDLLPAYAA. The MHC is HLA-DQA10101-DQB10501 with pseudo-sequence HLA-DQA10101-DQB10501. The binding affinity (normalized) is 0.297. (8) The peptide sequence is LQGPFNFRFLTEKGM. The MHC is DRB1_0401 with pseudo-sequence DRB1_0401. The binding affinity (normalized) is 0.510. (9) The binding affinity (normalized) is 0.290. The MHC is DRB1_0101 with pseudo-sequence DRB1_0101. The peptide sequence is MALENCILIRLTLLL.